Dataset: Full USPTO retrosynthesis dataset with 1.9M reactions from patents (1976-2016). Task: Predict the reactants needed to synthesize the given product. (1) Given the product [OH:40][CH2:39][CH2:38][NH:1][CH2:2][C:3]1[CH:4]=[C:5]([NH:13][C:14]([CH:16]2[CH2:25][C:24]3[CH:23]=[C:22]([O:26][C:27]4[CH:32]=[CH:31][N:30]=[C:29]([C:33]([NH:35][CH3:36])=[O:34])[CH:28]=4)[CH:21]=[CH:20][C:19]=3[CH2:18][CH2:17]2)=[O:15])[CH:6]=[C:7]([C:9]([F:12])([F:10])[F:11])[CH:8]=1, predict the reactants needed to synthesize it. The reactants are: [NH2:1][CH2:2][C:3]1[CH:4]=[C:5]([NH:13][C:14]([CH:16]2[CH2:25][C:24]3[CH:23]=[C:22]([O:26][C:27]4[CH:32]=[CH:31][N:30]=[C:29]([C:33]([NH:35][CH3:36])=[O:34])[CH:28]=4)[CH:21]=[CH:20][C:19]=3[CH2:18][CH2:17]2)=[O:15])[CH:6]=[C:7]([C:9]([F:12])([F:11])[F:10])[CH:8]=1.Br[CH2:38][CH2:39][OH:40]. (2) Given the product [F:17][C:18]([F:28])([C:22]1[CH:23]=[CH:24][CH:25]=[CH:26][CH:27]=1)[C:19]([NH:1][N:2]1[N:11]=[C:10]([C:12]([F:15])([F:13])[F:14])[C:9]2[C:4](=[CH:5][CH:6]=[CH:7][CH:8]=2)[C:3]1=[O:16])=[O:20], predict the reactants needed to synthesize it. The reactants are: [NH2:1][N:2]1[N:11]=[C:10]([C:12]([F:15])([F:14])[F:13])[C:9]2[C:4](=[CH:5][CH:6]=[CH:7][CH:8]=2)[C:3]1=[O:16].[F:17][C:18]([F:28])([C:22]1[CH:27]=[CH:26][CH:25]=[CH:24][CH:23]=1)[C:19](O)=[O:20]. (3) Given the product [NH2:1][CH:4]1[CH:9]([OH:10])[CH2:8][CH2:7][CH:6]([C:11]2[CH:12]=[C:13]([CH:16]=[C:17]([F:19])[CH:18]=2)[C:14]#[N:15])[CH2:5]1, predict the reactants needed to synthesize it. The reactants are: [N:1]([CH:4]1[CH:9]([OH:10])[CH2:8][CH2:7][CH:6]([C:11]2[CH:12]=[C:13]([CH:16]=[C:17]([F:19])[CH:18]=2)[C:14]#[N:15])[CH2:5]1)=[N+]=[N-]. (4) The reactants are: [NH2:1][C:2]1[N:7]=[C:6]([N:8]2[C:16]3[C:11](=[CH:12][CH:13]=[C:14]([Br:17])[CH:15]=3)[C:10]([C:18]([OH:20])=O)=[N:9]2)[CH:5]=[CH:4][N:3]=1.S(Cl)(Cl)=O.C[N:26](C=O)C. Given the product [NH2:1][C:2]1[N:7]=[C:6]([N:8]2[C:16]3[C:11](=[CH:12][CH:13]=[C:14]([Br:17])[CH:15]=3)[C:10]([C:18]([NH2:26])=[O:20])=[N:9]2)[CH:5]=[CH:4][N:3]=1, predict the reactants needed to synthesize it. (5) Given the product [O:10]=[C:8]1[N:7]([C:11]2[CH:12]=[CH:13][C:14]3[CH2:20][C:19](=[O:21])[CH2:18][CH2:17][CH2:16][C:15]=3[CH:22]=2)[CH2:6][C@H:5]([CH2:4][NH:1][C:23](=[O:25])[CH3:24])[O:9]1, predict the reactants needed to synthesize it. The reactants are: [N:1]([CH2:4][C@@H:5]1[O:9][C:8](=[O:10])[N:7]([C:11]2[CH:12]=[CH:13][C:14]3[CH2:20][C:19](=[O:21])[CH2:18][CH2:17][CH2:16][C:15]=3[CH:22]=2)[CH2:6]1)=[N+]=[N-].[C:23](OC(=O)C)(=[O:25])[CH3:24].[H][H]. (6) Given the product [C:43]([C:40]1[CH:39]=[CH:38][C:37]([C:36]([NH:23][C:14]2[C:13]([NH:12][C:10]([C:7]3[CH:8]=[C:9]4[C:4]([CH:3]=[N:2][NH:1]4)=[CH:5][CH:6]=3)=[O:11])=[CH:18][CH:17]=[C:16]([C:19]([O:21][CH3:22])=[O:20])[CH:15]=2)=[O:47])=[CH:42][CH:41]=1)([CH3:46])([CH3:44])[CH3:45], predict the reactants needed to synthesize it. The reactants are: [NH:1]1[C:9]2[C:4](=[CH:5][CH:6]=[C:7]([C:10]([NH:12][C:13]3[C:14]([NH2:23])=[CH:15][C:16]([C:19]([O:21][CH3:22])=[O:20])=[CH:17][CH:18]=3)=[O:11])[CH:8]=2)[CH:3]=[N:2]1.COC(C1C=C(N[C:36](=[O:47])[C:37]2[CH:42]=[CH:41][C:40]([C:43]([CH3:46])([CH3:45])[CH3:44])=[CH:39][CH:38]=2)C(N)=CC=1)=O.N1C2C(=CC=C(C(O)=O)C=2)C=N1. (7) The reactants are: [C@@H:1]1([N:9]2[C:18]3[N:17]=[CH:16][N:15]=[C:13]([OH:14])[C:12]=3[N:11]=[CH:10]2)[O:8][C@H:5]([CH2:6][OH:7])[C@@H:3]([OH:4])[CH2:2]1.[C:19](Cl)(=[O:35])[CH2:20][CH2:21][CH2:22][CH2:23][CH2:24][CH2:25][CH2:26][CH2:27][CH2:28][CH2:29][CH2:30][CH2:31][CH2:32][CH2:33][CH3:34]. Given the product [C:19]([C@@:1]1([N:9]2[C:18]3[N:17]=[CH:16][N:15]=[C:13]([OH:14])[C:12]=3[N:11]=[CH:10]2)[O:8][C@H:5]([CH2:6][OH:7])[C@@H:3]([OH:4])[CH2:2]1)(=[O:35])[CH2:20][CH2:21][CH2:22][CH2:23][CH2:24][CH2:25][CH2:26][CH2:27][CH2:28][CH2:29][CH2:30][CH2:31][CH2:32][CH2:33][CH3:34], predict the reactants needed to synthesize it.